From a dataset of NCI-60 drug combinations with 297,098 pairs across 59 cell lines. Regression. Given two drug SMILES strings and cell line genomic features, predict the synergy score measuring deviation from expected non-interaction effect. Drug 1: CC1=CC=C(C=C1)C2=CC(=NN2C3=CC=C(C=C3)S(=O)(=O)N)C(F)(F)F. Drug 2: CC1C(C(CC(O1)OC2CC(CC3=C2C(=C4C(=C3O)C(=O)C5=CC=CC=C5C4=O)O)(C(=O)C)O)N)O. Cell line: 786-0. Synergy scores: CSS=48.0, Synergy_ZIP=-4.63, Synergy_Bliss=-3.82, Synergy_Loewe=-26.2, Synergy_HSA=-1.63.